Dataset: Forward reaction prediction with 1.9M reactions from USPTO patents (1976-2016). Task: Predict the product of the given reaction. Given the reactants [Cl:1][C:2]1[N:3]=[CH:4][C:5]2[C:10]([CH:11]=1)=[C:9]([N:12]=[C:13]=[O:14])[CH:8]=[CH:7][CH:6]=2.[N:15]1([C:21]2[CH:28]=[CH:27][C:24]([CH2:25][NH2:26])=[CH:23][CH:22]=2)[CH2:20][CH2:19][O:18][CH2:17][CH2:16]1.C(N(CC)CC)C.CC#N, predict the reaction product. The product is: [Cl:1][C:2]1[N:3]=[CH:4][C:5]2[C:10]([CH:11]=1)=[C:9]([NH:12][C:13]([NH:26][CH2:25][C:24]1[CH:23]=[CH:22][C:21]([N:15]3[CH2:20][CH2:19][O:18][CH2:17][CH2:16]3)=[CH:28][CH:27]=1)=[O:14])[CH:8]=[CH:7][CH:6]=2.